Dataset: Catalyst prediction with 721,799 reactions and 888 catalyst types from USPTO. Task: Predict which catalyst facilitates the given reaction. Reactant: [C:1](=O)([O-])[O-].[K+].[K+].IC.[CH3:9][O:10][C:11]1[CH:12]=[C:13]2[C:18](=[CH:19][C:20]=1[O:21][CH3:22])[CH:17]=[N:16][CH:15]=[C:14]2[CH2:23][C:24]1[NH:32][C:31]2[C:30](=[O:33])[N:29]([CH3:34])[C:28](=[O:35])[N:27]([CH2:36][CH:37]([CH3:39])[CH3:38])[C:26]=2[N:25]=1. Product: [CH3:9][O:10][C:11]1[CH:12]=[C:13]2[C:18](=[CH:19][C:20]=1[O:21][CH3:22])[CH:17]=[N:16][CH:15]=[C:14]2[CH2:23][C:24]1[N:32]([CH3:1])[C:31]2[C:30](=[O:33])[N:29]([CH3:34])[C:28](=[O:35])[N:27]([CH2:36][CH:37]([CH3:39])[CH3:38])[C:26]=2[N:25]=1. The catalyst class is: 3.